This data is from Reaction yield outcomes from USPTO patents with 853,638 reactions. The task is: Predict the reaction yield, written as a fraction of the theoretical maximum amount of product (1.0 means a 100% yield; for example, 0.34 means a 34% yield). The reactants are CC1(C)CO[CH:5]([CH2:8][CH2:9][C:10]([C:12]2[CH:17]=[CH:16][C:15]([F:18])=[CH:14][CH:13]=2)=O)OC1.[CH3:20][NH:21][S:22]([C:25]1[CH:31]=[CH:30][C:28]([NH2:29])=[CH:27][CH:26]=1)(=[O:24])=[O:23].C1(C)C=CC(S(O)(=O)=O)=CC=1. The catalyst is C1(C)C=CC=CC=1. The product is [F:18][C:15]1[CH:14]=[CH:13][C:12]([C:10]2[N:29]([C:28]3[CH:30]=[CH:31][C:25]([S:22]([NH:21][CH3:20])(=[O:24])=[O:23])=[CH:26][CH:27]=3)[CH:5]=[CH:8][CH:9]=2)=[CH:17][CH:16]=1. The yield is 0.400.